Dataset: Reaction yield outcomes from USPTO patents with 853,638 reactions. Task: Predict the reaction yield, written as a fraction of the theoretical maximum amount of product (1.0 means a 100% yield; for example, 0.34 means a 34% yield). The reactants are [F:1][C:2]1[CH:3]=[C:4]2[C:8](=[CH:9][CH:10]=1)[N:7]([CH2:11][C:12]1[O:13][C:14]([C:17]([F:20])([F:19])[F:18])=[CH:15][CH:16]=1)[C:6](=[O:21])[C:5]2(O)[C:22]1[C:27]([OH:28])=[CH:26][CH:25]=[C:24]([O:29][CH3:30])[N:23]=1.C(N(CC)CC)C.S(Cl)(Cl)=O.C(O)(=O)C. The catalyst is O1CCCC1.[Zn]. The product is [F:1][C:2]1[CH:3]=[C:4]2[C:8](=[CH:9][CH:10]=1)[N:7]([CH2:11][C:12]1[O:13][C:14]([C:17]([F:20])([F:18])[F:19])=[CH:15][CH:16]=1)[C:6](=[O:21])[CH:5]2[C:22]1[C:27]([OH:28])=[CH:26][CH:25]=[C:24]([O:29][CH3:30])[N:23]=1. The yield is 0.830.